From a dataset of Catalyst prediction with 721,799 reactions and 888 catalyst types from USPTO. Predict which catalyst facilitates the given reaction. (1) Product: [F:20][C:21]([F:34])([F:33])[S:22]([O:12][C:11]1[C:5]2[CH:4]=[CH:3][C:2]([Br:1])=[CH:13][C:6]=2[O:7][CH2:8][CH2:9][CH:10]=1)(=[O:24])=[O:23]. Reactant: [Br:1][C:2]1[CH:3]=[CH:4][C:5]2[C:11](=[O:12])[CH2:10][CH2:9][CH2:8][O:7][C:6]=2[CH:13]=1.C([O-])([O-])=O.[Na+].[Na+].[F:20][C:21]([F:34])([F:33])[S:22](O[S:22]([C:21]([F:34])([F:33])[F:20])(=[O:24])=[O:23])(=[O:24])=[O:23].O. The catalyst class is: 2. (2) Reactant: S1C=CC2C(N3CCN(CCCO[C:20]4[CH:29]=[C:28]5[C:23]([CH:24]=[CH:25][N:26]([CH3:31])[C:27]5=[O:30])=[CH:22][CH:21]=4)CC3)=CC=CC1=2.[S:32]1[CH:36]=[CH:35][C:34]2[C:37]([N:41]3[CH2:46][CH2:45][N:44]([CH2:47][CH2:48][CH2:49][O:50]C4C=C5C(C=CNC5=O)=CC=4)[CH2:43][CH2:42]3)=[CH:38][CH:39]=[CH:40][C:33]1=2.CI.C(O)C.[ClH:67]. Product: [ClH:67].[S:32]1[CH:36]=[CH:35][C:34]2[C:37]([N:41]3[CH2:46][CH2:45][N:44]([CH2:47][CH2:48][CH2:49][O:50][C:25]4[N:26]([CH3:31])[C:27](=[O:30])[C:28]5[C:23]([CH:24]=4)=[CH:22][CH:21]=[CH:20][CH:29]=5)[CH2:43][CH2:42]3)=[CH:38][CH:39]=[CH:40][C:33]1=2. The catalyst class is: 13. (3) Reactant: CO[C:3](=[O:22])[CH2:4][C:5]1[N:9]2[CH:10]=[C:11]([CH3:14])[CH:12]=[CH:13][C:8]2=[N:7][C:6]=1[C:15]1[CH:20]=[CH:19][C:18]([CH3:21])=[CH:17][CH:16]=1.C[Si](C)(C)[N-][Si](C)(C)C.[K+].[O:33]1[C:38]2[CH:39]=[CH:40][CH:41]=[CH:42][C:37]=2[O:36][CH2:35][CH:34]1C(Cl)=O.Cl.C([O-])([O-])=O.[K+].[K+]. Product: [O:33]1[C:38]2[CH:39]=[CH:40][CH:41]=[CH:42][C:37]=2[O:36][CH2:35][CH:34]1[C:3](=[O:22])[CH2:4][C:5]1[N:9]2[CH:10]=[C:11]([CH3:14])[CH:12]=[CH:13][C:8]2=[N:7][C:6]=1[C:15]1[CH:20]=[CH:19][C:18]([CH3:21])=[CH:17][CH:16]=1. The catalyst class is: 559. (4) Reactant: [CH3:1][C:2]1[O:3][C:4]2[C:9]([C:10](=[O:12])[CH:11]=1)=[CH:8][CH:7]=[CH:6][C:5]=2[CH:13]=[C:14]([C:19](=O)[CH3:20])[C:15]([O:17][CH3:18])=[O:16].[NH2:22][C:23]([CH3:32])=[CH:24][C:25](=[O:31])[CH2:26][CH:27]1[CH2:30][CH2:29][CH2:28]1. Product: [CH:27]1([CH2:26][C:25]([C:24]2[CH:13]([C:5]3[CH:6]=[CH:7][CH:8]=[C:9]4[C:4]=3[O:3][C:2]([CH3:1])=[CH:11][C:10]4=[O:12])[C:14]([C:15]([O:17][CH3:18])=[O:16])=[C:19]([CH3:20])[NH:22][C:23]=2[CH3:32])=[O:31])[CH2:28][CH2:29][CH2:30]1. The catalyst class is: 8. (5) Reactant: [CH3:1][S:2]([C:5]1[CH:10]=[CH:9][C:8]([F:11])=[CH:7][CH:6]=1)(=[O:4])=[O:3].C([Li])CCC.CCCCCC.[Cl:23][C:24]1[CH:25]=[C:26]([N:32]2[C:36]([CH3:37])=[C:35]([C:38](=[O:42])[C:39](Cl)=[O:40])[C:34]([CH3:43])=[N:33]2)[CH:27]=[CH:28][C:29]=1[C:30]#[N:31].Cl. Product: [Cl:23][C:24]1[CH:25]=[C:26]([N:32]2[C:36]([CH3:37])=[C:35]([C:38](=[O:42])[C:39](=[O:40])[CH2:1][S:2]([C:5]3[CH:10]=[CH:9][C:8]([F:11])=[CH:7][CH:6]=3)(=[O:4])=[O:3])[C:34]([CH3:43])=[N:33]2)[CH:27]=[CH:28][C:29]=1[C:30]#[N:31]. The catalyst class is: 1. (6) Reactant: [Cl:1][CH2:2][CH2:3][CH2:4][C:5]([C:7]1[CH:12]=[CH:11][C:10]([OH:13])=[CH:9][CH:8]=1)=[O:6].[CH2:14](Br)[C:15]1[CH:20]=[CH:19][CH:18]=[CH:17][CH:16]=1.C(=O)([O-])[O-].[K+].[K+]. Product: [CH2:14]([O:13][C:10]1[CH:9]=[CH:8][C:7]([C:5](=[O:6])[CH2:4][CH2:3][CH2:2][Cl:1])=[CH:12][CH:11]=1)[C:15]1[CH:20]=[CH:19][CH:18]=[CH:17][CH:16]=1. The catalyst class is: 21. (7) Reactant: [Cl:1][C:2]1[CH:21]=[CH:20][C:5]([CH2:6][N:7]2[C:15]3[C:10](=[CH:11][C:12]([N+:16]([O-])=O)=[CH:13][CH:14]=3)[CH:9]=[C:8]2[CH3:19])=[CH:4][CH:3]=1.[H-].[Al+3].[Li+].[H-].[H-].[H-]. Product: [Cl:1][C:2]1[CH:21]=[CH:20][C:5]([CH2:6][N:7]2[C:15]3[C:10](=[CH:11][C:12]([NH2:16])=[CH:13][CH:14]=3)[CH:9]=[C:8]2[CH3:19])=[CH:4][CH:3]=1. The catalyst class is: 7. (8) Reactant: [NH2:1][C:2]1[CH:9]=[CH:8][C:5]([C:6]#[N:7])=[CH:4][CH:3]=1.[CH2:10]([CH:17]1[CH2:22][CH2:21][N:20]([C:23](=[O:27])[C:24](O)=[O:25])[CH2:19][CH2:18]1)[C:11]1[CH:16]=[CH:15][CH:14]=[CH:13][CH:12]=1. Product: [CH2:10]([CH:17]1[CH2:18][CH2:19][N:20]([C:23](=[O:27])[C:24]([NH:1][C:2]2[CH:9]=[CH:8][C:5]([C:6]#[N:7])=[CH:4][CH:3]=2)=[O:25])[CH2:21][CH2:22]1)[C:11]1[CH:12]=[CH:13][CH:14]=[CH:15][CH:16]=1. The catalyst class is: 27. (9) Reactant: [Br:1][C:2]1[CH:31]=[CH:30][CH:29]=[CH:28][C:3]=1[O:4][CH:5]1[CH2:10][CH2:9][N:8]([C:11]2[N:16]=[N:15][C:14]([C:17]3[CH:18]=[N:19][CH:20]=[C:21]([CH:27]=3)[C:22]([O:24]CC)=[O:23])=[CH:13][CH:12]=2)[CH2:7][CH2:6]1.[OH-].[Na+]. Product: [Br:1][C:2]1[CH:31]=[CH:30][CH:29]=[CH:28][C:3]=1[O:4][CH:5]1[CH2:10][CH2:9][N:8]([C:11]2[N:16]=[N:15][C:14]([C:17]3[CH:18]=[N:19][CH:20]=[C:21]([CH:27]=3)[C:22]([OH:24])=[O:23])=[CH:13][CH:12]=2)[CH2:7][CH2:6]1. The catalyst class is: 5.